From a dataset of Full USPTO retrosynthesis dataset with 1.9M reactions from patents (1976-2016). Predict the reactants needed to synthesize the given product. (1) The reactants are: C([O-])(=O)C(C)=O.C(=O)C.[CH2:10]([OH:14])[CH2:11][CH:12]=[CH2:13].C=CC=C.O[CH:20]([CH3:27])[CH2:21][C:22](=[O:26])[C:23]([O-:25])=[O:24].O=C(C=CC)C([O-])=O. Given the product [O:26]=[C:22]([CH:21]=[CH:20][CH3:27])[C:23]([O-:25])=[O:24].[CH:10](=[O:14])[CH2:11][CH:12]=[CH2:13], predict the reactants needed to synthesize it. (2) Given the product [F:20][C:2]([F:1])([F:19])[C:3]1[CH:4]=[CH:5][C:6]([C:9]2[S:10][CH:11]=[C:12]([CH2:14][OH:15])[N:13]=2)=[CH:7][CH:8]=1, predict the reactants needed to synthesize it. The reactants are: [F:1][C:2]([F:20])([F:19])[C:3]1[CH:8]=[CH:7][C:6]([C:9]2[S:10][CH:11]=[C:12]([C:14](OCC)=[O:15])[N:13]=2)=[CH:5][CH:4]=1.[H-].[H-].[H-].[H-].[Li+].[Al+3]. (3) Given the product [N:1]1([CH2:8][CH2:9][CH2:10][CH2:11][CH2:12][C@H:13]2[CH2:30][C@@:28]3([CH3:29])[C@@H:24]([CH2:25][CH2:26][C@@H:27]3[OH:31])[C@@:23]3([CH:32]=[CH2:33])[C@H:14]2[C:15]2[CH:16]=[CH:17][C:18]([OH:34])=[CH:19][C:20]=2[CH2:21][CH2:22]3)[CH2:6][CH2:5][CH2:4][CH2:3][CH2:2]1, predict the reactants needed to synthesize it. The reactants are: [NH:1]1[CH2:6][CH2:5][CH2:4][CH2:3][CH2:2]1.Br[CH2:8][CH2:9][CH2:10][CH2:11][CH2:12][C@H:13]1[CH2:30][C@@:28]2([CH3:29])[C@@H:24]([CH2:25][CH2:26][C@@H:27]2[OH:31])[C@@:23]2([CH:32]=[CH2:33])[C@H:14]1[C:15]1[CH:16]=[CH:17][C:18]([OH:34])=[CH:19][C:20]=1[CH2:21][CH2:22]2.